Dataset: Catalyst prediction with 721,799 reactions and 888 catalyst types from USPTO. Task: Predict which catalyst facilitates the given reaction. Reactant: [N:1]1([NH:7][C:8]([C:10]2[CH:30]=[CH:29][C:13]3[O:14][C:15]4[CH:28]=[CH:27][CH:26]=[CH:25][C:16]=4[C:17]([CH:19]4[CH2:24][CH2:23][CH2:22][CH2:21][CH2:20]4)=[N:18][C:12]=3[CH:11]=2)=[O:9])[CH2:6][CH2:5][CH2:4][CH2:3][CH2:2]1.N1(NC(C2C=CC3OC4C=CC=CC=4C(Cl)=NC=3C=2)=O)CCCCC1.[F:56]C1C=CC([Mg]Br)=CC=1.CN1C(=O)CCC1. Product: [N:1]1([NH:7][C:8]([C:10]2[CH:30]=[CH:29][C:13]3[O:14][C:15]4[CH:28]=[CH:27][CH:26]=[CH:25][C:16]=4[C:17]([C:19]4[CH:24]=[CH:23][C:22]([F:56])=[CH:21][CH:20]=4)=[N:18][C:12]=3[CH:11]=2)=[O:9])[CH2:6][CH2:5][CH2:4][CH2:3][CH2:2]1. The catalyst class is: 1.